Dataset: Reaction yield outcomes from USPTO patents with 853,638 reactions. Task: Predict the reaction yield, written as a fraction of the theoretical maximum amount of product (1.0 means a 100% yield; for example, 0.34 means a 34% yield). (1) The reactants are [Cl:1][C:2]1[CH:10]=[CH:9][C:5]([C:6](O)=[O:7])=[C:4]([CH3:11])[CH:3]=1.C(O)C.C(OCC)(OCC)OCC.S(=O)(=O)(O)O. The catalyst is O1CCCC1. The product is [Cl:1][C:2]1[CH:10]=[CH:9][C:5]([CH2:6][OH:7])=[C:4]([CH3:11])[CH:3]=1. The yield is 0.970. (2) The reactants are F[C:2](F)(F)C(O)=O.C1C=CC2N(O)N=NC=2C=1.CCN(C(C)C)C(C)C.[C:27]([O:31][C:32]([NH:34][C@@H:35]([C@@H:39]([O:41][CH3:42])[CH3:40])[C:36]([OH:38])=[O:37])=[O:33])([CH3:30])([CH3:29])[CH3:28].C(OC(N[C@@H]([C@@H](O)C)C(OC)=O)=O)(C)(C)C.CI. The catalyst is CC#N.C(Cl)CCl. The product is [C:27]([O:31][C:32]([NH:34][C@@H:35]([C@@H:39]([O:41][CH3:42])[CH3:40])[C:36]([O:38][CH3:2])=[O:37])=[O:33])([CH3:29])([CH3:30])[CH3:28]. The yield is 0.550. (3) The reactants are [F:1][C:2]1[CH:7]=[CH:6][C:5]([F:8])=[CH:4][C:3]=1[C@H:9]1[CH2:13][CH2:12][CH2:11][N:10]1[C:14]1[CH:19]=[CH:18][N:17]2[N:20]=[CH:21][C:22]([NH2:23])=[C:16]2[N:15]=1.[F:24][C:25]([F:33])([F:32])[C:26]1([C:29](O)=[O:30])[CH2:28][CH2:27]1.CN(C(ON1N=NC2C=CC=NC1=2)=[N+](C)C)C.F[P-](F)(F)(F)(F)F.CCN(C(C)C)C(C)C. The catalyst is CCOC(C)=O.CN(C=O)C. The product is [F:1][C:2]1[CH:7]=[CH:6][C:5]([F:8])=[CH:4][C:3]=1[C@H:9]1[CH2:13][CH2:12][CH2:11][N:10]1[C:14]1[CH:19]=[CH:18][N:17]2[N:20]=[CH:21][C:22]([NH:23][C:29]([C:26]3([C:25]([F:33])([F:32])[F:24])[CH2:28][CH2:27]3)=[O:30])=[C:16]2[N:15]=1. The yield is 0.630. (4) The reactants are C([O:4][C@H:5]1[C:9]2[N:10]=[CH:11][N:12]=[C:13]([N:14]3[CH2:19][CH2:18][N:17]([C:20]([O:22][C:23]([CH3:26])([CH3:25])[CH3:24])=[O:21])[CH2:16][CH2:15]3)[C:8]=2[C@H:7]([CH3:27])[CH2:6]1)(=O)C.[Li+].[OH-]. The catalyst is C1COCC1. The product is [OH:4][C@H:5]1[C:9]2[N:10]=[CH:11][N:12]=[C:13]([N:14]3[CH2:19][CH2:18][N:17]([C:20]([O:22][C:23]([CH3:26])([CH3:25])[CH3:24])=[O:21])[CH2:16][CH2:15]3)[C:8]=2[C@H:7]([CH3:27])[CH2:6]1. The yield is 0.700. (5) The reactants are [CH2:1]([N:8]1[CH2:13][CH2:12][C:11](=O)[CH2:10][CH2:9]1)[C:2]1[CH:7]=[CH:6][CH:5]=[CH:4][CH:3]=1.[NH:15]([CH2:17][C:18]([OH:20])=[O:19])[CH3:16].C(O)(=O)C. The catalyst is ClCCCl. The product is [CH2:1]([N:8]1[CH2:13][CH2:12][CH:11]([N:15]([CH3:16])[CH2:17][C:18]([OH:20])=[O:19])[CH2:10][CH2:9]1)[C:2]1[CH:7]=[CH:6][CH:5]=[CH:4][CH:3]=1. The yield is 0.990. (6) The reactants are [CH:1]1([C@H:4]([N:8]2[CH:12]=[C:11]([C:13]3[C:14]4[CH:21]=[CH:20][NH:19][C:15]=4[N:16]=[CH:17][N:18]=3)[CH:10]=[N:9]2)[CH2:5][C:6]#[N:7])[CH2:3][CH2:2]1.[OH:22][P:23]([OH:26])([OH:25])=[O:24]. The catalyst is C(O)(C)C. The product is [P:23]([OH:26])([OH:25])([OH:24])=[O:22].[CH:1]1([C@H:4]([N:8]2[CH:12]=[C:11]([C:13]3[C:14]4[CH:21]=[CH:20][NH:19][C:15]=4[N:16]=[CH:17][N:18]=3)[CH:10]=[N:9]2)[CH2:5][C:6]#[N:7])[CH2:3][CH2:2]1. The yield is 0.945. (7) The reactants are Br[C:2]1[CH:7]=[N:6][C:5]2[N:8]([CH2:11][O:12][CH2:13][CH2:14][Si:15]([CH3:18])([CH3:17])[CH3:16])[CH:9]=[CH:10][C:4]=2[C:3]=1[NH:19][CH:20]1[CH2:25][CH2:24][CH2:23][CH2:22][CH2:21]1.C([Sn](CCCC)(CCCC)[C:31]([O:33]CC)=[CH2:32])CCC.Cl.[F-].[K+]. The catalyst is C1(C)C=CC=CC=1.C1(C=CC=CC=1)[P](C1C=CC=CC=1)(C1C=CC=CC=1)[Pd][P](C1C=CC=CC=1)(C1C=CC=CC=1)C1C=CC=CC=1. The product is [CH:20]1([NH:19][C:3]2[C:2]([C:31](=[O:33])[CH3:32])=[CH:7][N:6]=[C:5]3[N:8]([CH2:11][O:12][CH2:13][CH2:14][Si:15]([CH3:18])([CH3:17])[CH3:16])[CH:9]=[CH:10][C:4]=23)[CH2:25][CH2:24][CH2:23][CH2:22][CH2:21]1. The yield is 0.400. (8) The reactants are [Cl:1][C:2]1[N:11]=[C:10]([Cl:12])[CH:9]=[C:8](I)[C:3]=1[C:4]([O:6][CH3:7])=[O:5].[C:14]([Zn]C#N)#[N:15].O.CCOC(C)=O. The catalyst is CN(C=O)C.C1C=CC([P]([Pd]([P](C2C=CC=CC=2)(C2C=CC=CC=2)C2C=CC=CC=2)([P](C2C=CC=CC=2)(C2C=CC=CC=2)C2C=CC=CC=2)[P](C2C=CC=CC=2)(C2C=CC=CC=2)C2C=CC=CC=2)(C2C=CC=CC=2)C2C=CC=CC=2)=CC=1. The product is [Cl:1][C:2]1[N:11]=[C:10]([Cl:12])[CH:9]=[C:8]([C:14]#[N:15])[C:3]=1[C:4]([O:6][CH3:7])=[O:5]. The yield is 0.400.